From a dataset of Full USPTO retrosynthesis dataset with 1.9M reactions from patents (1976-2016). Predict the reactants needed to synthesize the given product. (1) Given the product [F:13][CH2:14][CH:15]([CH2:16][F:17])[O:12][C:9]1[CH:10]=[C:11]2[C:6](=[CH:7][CH:8]=1)[N:5]=[CH:4][N:3]=[C:2]2[NH:29][C:27]1[S:26][C:24]2[C:23]([N:28]=1)=[CH:22][CH:21]=[C:20]([F:19])[N:25]=2, predict the reactants needed to synthesize it. The reactants are: Cl[C:2]1[C:11]2[C:6](=[CH:7][CH:8]=[C:9]([OH:12])[CH:10]=2)[N:5]=[CH:4][N:3]=1.[F:13][CH2:14][CH:15](O)[CH2:16][F:17].[F:19][C:20]1[N:25]=[C:24]2[S:26][C:27]([NH2:29])=[N:28][C:23]2=[CH:22][CH:21]=1. (2) Given the product [OH:38][C:36]1([C:2]2[CH:13]=[CH:12][C:5]([CH2:6][N:7]3[CH2:11][CH2:10][CH2:9][CH2:8]3)=[CH:4][CH:3]=2)[CH2:37][CH:34]([C:32]([N:26]2[CH2:31][CH2:30][O:29][CH2:28][CH2:27]2)=[O:33])[CH2:35]1, predict the reactants needed to synthesize it. The reactants are: Br[C:2]1[CH:13]=[CH:12][C:5]([CH2:6][N:7]2[CH2:11][CH2:10][CH2:9][CH2:8]2)=[CH:4][CH:3]=1.CC(C)=O.C(=O)=O.[Li]CCCC.[N:26]1([C:32]([CH:34]2[CH2:37][C:36](=[O:38])[CH2:35]2)=[O:33])[CH2:31][CH2:30][O:29][CH2:28][CH2:27]1.